Dataset: Forward reaction prediction with 1.9M reactions from USPTO patents (1976-2016). Task: Predict the product of the given reaction. (1) Given the reactants [N:1]1[C:10]2[C:5](=[CH:6][CH:7]=[CH:8][CH:9]=2)[CH:4]=[C:3]([N:11]2[CH2:16][CH2:15][CH:14]([C:17]([OH:19])=O)[CH2:13][CH2:12]2)[CH:2]=1.BrC1C=NC2C(C=1)=CC=CC=2.[N:31]1[C:40]2[C:35](=[CH:36][CH:37]=[CH:38][CH:39]=2)[CH:34]=[N:33][C:32]=1[NH2:41], predict the reaction product. The product is: [N:31]1[C:40]2[C:35](=[CH:36][CH:37]=[CH:38][CH:39]=2)[CH:34]=[N:33][C:32]=1[NH:41][C:17]([CH:14]1[CH2:13][CH2:12][N:11]([C:3]2[CH:2]=[N:1][C:10]3[C:5]([CH:4]=2)=[CH:6][CH:7]=[CH:8][CH:9]=3)[CH2:16][CH2:15]1)=[O:19]. (2) Given the reactants Cl[C:2]1[N:7]=[C:6]([Cl:8])[CH:5]=[C:4]([Cl:9])[N:3]=1.C(=O)([O-])[O-].[K+].[K+].[Si:16]([O:23][C:24]1[C:32]2[NH:31][C:30]([CH:33]([F:35])[F:34])=[N:29][C:28]=2[CH:27]=[CH:26][CH:25]=1)([C:19]([CH3:22])([CH3:21])[CH3:20])([CH3:18])[CH3:17].O, predict the reaction product. The product is: [Si:16]([O:23][C:24]1[C:32]2[N:31]=[C:30]([CH:33]([F:34])[F:35])[N:29]([C:2]3[N:7]=[C:6]([Cl:8])[CH:5]=[C:4]([Cl:9])[N:3]=3)[C:28]=2[CH:27]=[CH:26][CH:25]=1)([C:19]([CH3:22])([CH3:20])[CH3:21])([CH3:18])[CH3:17]. (3) Given the reactants [CH3:1][O:2][C:3]([C:5]1[C:13]2[C:8](=[CH:9][C:10]([C:14]3[CH2:19][CH2:18][CH:17]([OH:20])[CH2:16][CH:15]=3)=[CH:11][CH:12]=2)[N:7]([CH3:21])[CH:6]=1)=[O:4], predict the reaction product. The product is: [CH3:1][O:2][C:3]([C:5]1[C:13]2[C:8](=[CH:9][C:10]([CH:14]3[CH2:19][CH2:18][CH:17]([OH:20])[CH2:16][CH2:15]3)=[CH:11][CH:12]=2)[N:7]([CH3:21])[CH:6]=1)=[O:4]. (4) Given the reactants [NH2:1][C@H:2]([C:10]([OH:12])=[O:11])[CH2:3][C:4]1[CH:9]=[CH:8][CH:7]=[CH:6][CH:5]=1.[C:13]1([CH2:19][CH2:20][CH2:21][CH2:22]O)[CH:18]=[CH:17][CH:16]=[CH:15][CH:14]=1.Cl.O1CCOCC1, predict the reaction product. The product is: [C:13]1([CH2:19][CH2:20][CH2:21][CH2:22][O:11][C:10](=[O:12])[C@H:2]([CH2:3][C:4]2[CH:9]=[CH:8][CH:7]=[CH:6][CH:5]=2)[NH2:1])[CH:18]=[CH:17][CH:16]=[CH:15][CH:14]=1. (5) Given the reactants [Cl:1][C:2]1[CH:3]=[C:4]2[C:12](=[C:13]([N+:16]([O-:18])=[O:17])[C:14]=1F)[NH:11][C:10]1[CH:9]=[N:8][CH:7]=[CH:6][C:5]2=1.CN(C=O)C.[CH3:24][S-:25].[Na+], predict the reaction product. The product is: [Cl:1][C:2]1[CH:3]=[C:4]2[C:12](=[C:13]([N+:16]([O-:18])=[O:17])[C:14]=1[S:25][CH3:24])[NH:11][C:10]1[CH:9]=[N:8][CH:7]=[CH:6][C:5]2=1. (6) Given the reactants [CH3:1][C@H:2]1[C@@:6]([CH2:8]CC)([OH:7])[CH2:5][CH2:4][NH:3]1.[Cl:11][C:12]1[C:19]([CH3:20])=[C:18](F)[CH:17]=[CH:16][C:13]=1[C:14]#[N:15].C(=O)([O-])[O-].[Li+].[Li+], predict the reaction product. The product is: [Cl:11][C:12]1[C:19]([CH3:20])=[C:18]([N:3]2[CH2:4][CH2:5][C@@:6]([OH:7])([CH3:8])[C@@H:2]2[CH3:1])[CH:17]=[CH:16][C:13]=1[C:14]#[N:15]. (7) Given the reactants Cl[N:2]1[C:7](=[O:8])[CH:6]=[CH:5][NH:4][C:3]1=[O:9].[N-:10]=[N+:11]=[N-:12].[Na+], predict the reaction product. The product is: [N:10]([C:5]1[NH:4][C:3](=[O:9])[NH:2][C:7](=[O:8])[CH:6]=1)=[N+:11]=[N-:12]. (8) Given the reactants Cl.[F:2][C:3]([F:17])([F:16])[C:4]1[CH:9]=[CH:8][CH:7]=[CH:6][C:5]=1[CH:10]1[CH2:15][CH2:14][NH:13][CH2:12][CH2:11]1.[C:18]([C:21]1[O:22][N:23]=[C:24]2[CH:29]=[CH:28][CH:27]=[CH:26][C:25]=12)(O)=[O:19].N1OC(C(N2CCC(C3C=CC=CC=3CC(F)(F)F)CC2)=O)=C2C=CC=CC=12, predict the reaction product. The product is: [N:23]1[O:22][C:21]([C:18]([N:13]2[CH2:12][CH2:11][CH:10]([C:5]3[CH:6]=[CH:7][CH:8]=[CH:9][C:4]=3[C:3]([F:2])([F:16])[F:17])[CH2:15][CH2:14]2)=[O:19])=[C:25]2[CH:26]=[CH:27][CH:28]=[CH:29][C:24]=12. (9) Given the reactants N[C:2]1[CH:3]=[C:4]2[C:9](=[CH:10][C:11]=1[O:12][CH3:13])[CH:8]([C:14]1[CH:19]=[CH:18][C:17]([N+:20]([O-:22])=[O:21])=[CH:16][CH:15]=1)[O:7][CH:6]([CH3:23])[CH2:5]2.N([O-])=O.[Na+].O[PH2]=O, predict the reaction product. The product is: [CH3:23][CH:6]1[CH2:5][C:4]2[C:9](=[CH:10][C:11]([O:12][CH3:13])=[CH:2][CH:3]=2)[CH:8]([C:14]2[CH:19]=[CH:18][C:17]([N+:20]([O-:22])=[O:21])=[CH:16][CH:15]=2)[O:7]1.